This data is from Peptide-MHC class I binding affinity with 185,985 pairs from IEDB/IMGT. The task is: Regression. Given a peptide amino acid sequence and an MHC pseudo amino acid sequence, predict their binding affinity value. This is MHC class I binding data. (1) The MHC is HLA-B44:02 with pseudo-sequence HLA-B44:02. The binding affinity (normalized) is 0.200. The peptide sequence is EEPVSLLPLS. (2) The peptide sequence is TQIGCTLNF. The MHC is HLA-B15:03 with pseudo-sequence HLA-B15:03. The binding affinity (normalized) is 0.816. (3) The peptide sequence is FGALFMWLL. The MHC is HLA-A02:19 with pseudo-sequence HLA-A02:19. The binding affinity (normalized) is 0.0847. (4) The peptide sequence is TMDPSVRVL. The MHC is HLA-C03:03 with pseudo-sequence HLA-C03:03. The binding affinity (normalized) is 0.686. (5) The peptide sequence is GEIFGLLGP. The MHC is HLA-B57:01 with pseudo-sequence HLA-B57:01. The binding affinity (normalized) is 0.0847. (6) The peptide sequence is QLEAIRSLV. The MHC is HLA-B08:01 with pseudo-sequence HLA-B08:01. The binding affinity (normalized) is 0.458. (7) The peptide sequence is VPHVIEEVM. The MHC is HLA-A11:01 with pseudo-sequence HLA-A11:01. The binding affinity (normalized) is 0.0847. (8) The peptide sequence is YCNYSKYWYL. The MHC is HLA-A26:01 with pseudo-sequence HLA-A26:01. The binding affinity (normalized) is 0.